From a dataset of Full USPTO retrosynthesis dataset with 1.9M reactions from patents (1976-2016). Predict the reactants needed to synthesize the given product. (1) Given the product [CH3:1][O:2][C:3]1[CH:4]=[CH:5][C:6]([CH2:7][NH:8][C:9]([C:11]2[C:15]([NH:16][C:17]([NH2:19])=[O:18])=[CH:14][N:13]([C:27]3[CH:26]=[CH:25][CH:24]=[C:23]([OH:22])[CH:28]=3)[N:12]=2)=[O:10])=[CH:20][CH:21]=1, predict the reactants needed to synthesize it. The reactants are: [CH3:1][O:2][C:3]1[CH:21]=[CH:20][C:6]([CH2:7][NH:8][C:9]([C:11]2[C:15]([NH:16][C:17]([NH2:19])=[O:18])=[CH:14][NH:13][N:12]=2)=[O:10])=[CH:5][CH:4]=1.[OH:22][C:23]1[CH:24]=[C:25](B(O)O)[CH:26]=[CH:27][CH:28]=1.N1C=CC=CC=1. (2) Given the product [F:1][C:2]1[CH:10]=[C:9]2[C:5]([CH:6]=[C:7]([CH3:11])[NH:8]2)=[CH:4][C:3]=1[O:19][CH3:20], predict the reactants needed to synthesize it. The reactants are: [F:1][C:2]1[CH:10]=[C:9]2[C:5]([C:6](SC3C=CC=CC=3)=[C:7]([CH3:11])[NH:8]2)=[CH:4][C:3]=1[O:19][CH3:20]. (3) Given the product [CH3:56][C:54]1[O:53][N:52]=[C:51]([C:50]2[N:40]3[N:39]=[C:38]([O:37][CH2:36][C:33]4[CH:34]=[CH:35][C:30]([C:17]5[CH2:22][CH2:21][N:20]([C:23]([O:25][C:26]([CH3:29])([CH3:28])[CH3:27])=[O:24])[CH2:19][CH:18]=5)=[N:31][CH:32]=4)[C:47]4[C:42]([C:41]3=[N:48][N:49]=2)=[CH:43][CH:44]=[CH:45][CH:46]=4)[CH:55]=1, predict the reactants needed to synthesize it. The reactants are: CC[N+](S(N=C(OC)[O-])(=O)=O)(CC)CC.O[C:17]1([C:30]2[CH:35]=[CH:34][C:33]([CH2:36][O:37][C:38]3[C:47]4[C:42](=[CH:43][CH:44]=[CH:45][CH:46]=4)[C:41]4=[N:48][N:49]=[C:50]([C:51]5[CH:55]=[C:54]([CH3:56])[O:53][N:52]=5)[N:40]4[N:39]=3)=[CH:32][N:31]=2)[CH2:22][CH2:21][N:20]([C:23]([O:25][C:26]([CH3:29])([CH3:28])[CH3:27])=[O:24])[CH2:19][CH2:18]1. (4) Given the product [Br:18][C:15]1[CH:16]=[CH:17][C:12]([NH:11][C:10]2[C:5]([C:4]([OH:3])=[O:21])=[CH:6][N:7]([CH3:27])[C:8](=[O:25])[CH:9]=2)=[C:13]([CH3:19])[CH:14]=1, predict the reactants needed to synthesize it. The reactants are: C([O:3][C:4](=[O:21])[C:5]1[C:10]([NH:11][C:12]2[CH:17]=[CH:16][C:15]([Br:18])=[CH:14][C:13]=2[CH3:19])=[CH:9][C:8](Cl)=[N:7][CH:6]=1)C.IC.[Li+].[OH-:25].Cl[CH2:27]CCl. (5) Given the product [N:2]1([C:27]([O:26][CH2:25][C:22]2[CH:23]=[CH:24][CH:19]=[CH:20][CH:21]=2)=[O:28])[CH2:6][CH2:5][CH2:4][C@H:3]1[C:7]([O:9][CH3:10])=[O:8], predict the reactants needed to synthesize it. The reactants are: Cl.[NH:2]1[CH2:6][CH2:5][CH2:4][C@H:3]1[C:7]([O:9][CH2:10]C)=[O:8].CCN(CC)CC.[CH:19]1[CH:24]=[CH:23][C:22]([CH2:25][O:26][C:27](Cl)=[O:28])=[CH:21][CH:20]=1. (6) The reactants are: C(OC([N:8]1[CH:13]2[CH2:14][CH2:15][CH:9]1[CH2:10][N:11]([C:16]([C:18]1[CH:19]=[N:20][C:21]([NH:24][C:25]3[N:26]=[CH:27][C:28]4[CH:33]=[C:32]([C:34](=[O:38])[N:35]([CH3:37])[CH3:36])[N:31]([CH:39]5[CH2:43][CH2:42][CH2:41][CH2:40]5)[C:29]=4[N:30]=3)=[CH:22][CH:23]=1)=[O:17])[CH2:12]2)=O)(C)(C)C.Cl.O1CCOCC1. Given the product [CH3:36][N:35]([CH3:37])[C:34]([C:32]1[N:31]([CH:39]2[CH2:43][CH2:42][CH2:41][CH2:40]2)[C:29]2[N:30]=[C:25]([NH:24][C:21]3[CH:22]=[CH:23][C:18]([C:16]([N:11]4[CH2:10][CH:9]5[NH:8][CH:13]([CH2:14][CH2:15]5)[CH2:12]4)=[O:17])=[CH:19][N:20]=3)[N:26]=[CH:27][C:28]=2[CH:33]=1)=[O:38], predict the reactants needed to synthesize it. (7) The reactants are: [CH:1]1([O:6][C:7]2[CH:12]=[CH:11][C:10]([N:13]3[CH:17]=[CH:16][N:15]([C:18]4[CH:23]=[CH:22][C:21]([OH:24])=[CH:20][CH:19]=4)[C:14]3=[O:25])=[CH:9][CH:8]=2)[CH2:5][CH2:4][CH2:3][CH2:2]1.[Br:26][CH2:27][CH2:28]Br. Given the product [Br:26][CH2:27][CH2:28][O:24][C:21]1[CH:20]=[CH:19][C:18]([N:15]2[CH:16]=[CH:17][N:13]([C:10]3[CH:9]=[CH:8][C:7]([O:6][CH:1]4[CH2:2][CH2:3][CH2:4][CH2:5]4)=[CH:12][CH:11]=3)[C:14]2=[O:25])=[CH:23][CH:22]=1, predict the reactants needed to synthesize it. (8) Given the product [CH2:1]([C:5]1[N:6]=[C:7]2[CH:23]=[CH:22][C:21]([Cl:24])=[CH:20][N:8]2[C:9](=[O:19])[C:10]=1[C:11]1[CH:12]=[CH:13][C:14]([OH:17])=[CH:15][CH:16]=1)[CH2:2][CH2:3][CH3:4], predict the reactants needed to synthesize it. The reactants are: [CH2:1]([C:5]1[N:6]=[C:7]2[CH:23]=[CH:22][C:21]([Cl:24])=[CH:20][N:8]2[C:9](=[O:19])[C:10]=1[C:11]1[CH:16]=[CH:15][C:14]([O:17]C)=[CH:13][CH:12]=1)[CH2:2][CH2:3][CH3:4].B(Br)(Br)Br.O.